Task: Regression. Given two drug SMILES strings and cell line genomic features, predict the synergy score measuring deviation from expected non-interaction effect.. Dataset: Merck oncology drug combination screen with 23,052 pairs across 39 cell lines (1) Drug 1: CCC1=CC2CN(C1)Cc1c([nH]c3ccccc13)C(C(=O)OC)(c1cc3c(cc1OC)N(C)C1C(O)(C(=O)OC)C(OC(C)=O)C4(CC)C=CCN5CCC31C54)C2. Drug 2: O=C(NOCC(O)CO)c1ccc(F)c(F)c1Nc1ccc(I)cc1F. Cell line: MDAMB436. Synergy scores: synergy=-2.65. (2) Drug 1: O=c1[nH]cc(F)c(=O)[nH]1. Drug 2: N#Cc1ccc(Cn2cncc2CN2CCN(c3cccc(Cl)c3)C(=O)C2)cc1. Cell line: NCIH2122. Synergy scores: synergy=1.49. (3) Drug 1: O=c1[nH]cc(F)c(=O)[nH]1. Drug 2: Cn1c(=O)n(-c2ccc(C(C)(C)C#N)cc2)c2c3cc(-c4cnc5ccccc5c4)ccc3ncc21. Cell line: LNCAP. Synergy scores: synergy=55.3. (4) Drug 1: CCC1(O)CC2CN(CCc3c([nH]c4ccccc34)C(C(=O)OC)(c3cc4c(cc3OC)N(C)C3C(O)(C(=O)OC)C(OC(C)=O)C5(CC)C=CCN6CCC43C65)C2)C1. Synergy scores: synergy=-30.9. Cell line: SW837. Drug 2: COC1=C2CC(C)CC(OC)C(O)C(C)C=C(C)C(OC(N)=O)C(OC)C=CC=C(C)C(=O)NC(=CC1=O)C2=O. (5) Drug 1: CC(=O)OC1C(=O)C2(C)C(O)CC3OCC3(OC(C)=O)C2C(OC(=O)c2ccccc2)C2(O)CC(OC(=O)C(O)C(NC(=O)c3ccccc3)c3ccccc3)C(C)=C1C2(C)C. Drug 2: COC1CC2CCC(C)C(O)(O2)C(=O)C(=O)N2CCCCC2C(=O)OC(C(C)CC2CCC(OP(C)(C)=O)C(OC)C2)CC(=O)C(C)C=C(C)C(O)C(OC)C(=O)C(C)CC(C)C=CC=CC=C1C. Cell line: NCIH2122. Synergy scores: synergy=-6.31. (6) Cell line: OV90. Synergy scores: synergy=-9.96. Drug 1: CN1C(=O)C=CC2(C)C3CCC4(C)C(NC(=O)OCC(F)(F)F)CCC4C3CCC12. Drug 2: CCc1c2c(nc3ccc(O)cc13)-c1cc3c(c(=O)n1C2)COC(=O)C3(O)CC. (7) Drug 1: Cc1nc(Nc2ncc(C(=O)Nc3c(C)cccc3Cl)s2)cc(N2CCN(CCO)CC2)n1. Drug 2: NC1CCCCC1N.O=C(O)C(=O)O.[Pt+2]. Cell line: SW620. Synergy scores: synergy=11.0. (8) Drug 1: O=C(CCCCCCC(=O)Nc1ccccc1)NO. Drug 2: COC1=C2CC(C)CC(OC)C(O)C(C)C=C(C)C(OC(N)=O)C(OC)C=CC=C(C)C(=O)NC(=CC1=O)C2=O. Cell line: VCAP. Synergy scores: synergy=24.7. (9) Drug 1: O=C(NOCC(O)CO)c1ccc(F)c(F)c1Nc1ccc(I)cc1F. Drug 2: Cc1nc(Nc2ncc(C(=O)Nc3c(C)cccc3Cl)s2)cc(N2CCN(CCO)CC2)n1. Cell line: DLD1. Synergy scores: synergy=47.3. (10) Drug 1: O=S1(=O)NC2(CN1CC(F)(F)F)C1CCC2Cc2cc(C=CCN3CCC(C(F)(F)F)CC3)ccc2C1. Drug 2: N#Cc1ccc(Cn2cncc2CN2CCN(c3cccc(Cl)c3)C(=O)C2)cc1. Cell line: HCT116. Synergy scores: synergy=-3.18.